Dataset: Peptide-MHC class II binding affinity with 134,281 pairs from IEDB. Task: Regression. Given a peptide amino acid sequence and an MHC pseudo amino acid sequence, predict their binding affinity value. This is MHC class II binding data. (1) The peptide sequence is WEALKYLWNLLQYWGQELK. The MHC is DRB1_1302 with pseudo-sequence DRB1_1302. The binding affinity (normalized) is 0.219. (2) The peptide sequence is SCWAFSGVAATESAY. The MHC is HLA-DPA10103-DPB10401 with pseudo-sequence HLA-DPA10103-DPB10401. The binding affinity (normalized) is 0.0843. (3) The MHC is HLA-DPA10103-DPB10301 with pseudo-sequence HLA-DPA10103-DPB10301. The binding affinity (normalized) is 1.00. The peptide sequence is RTLNKIVYIKPAKNI. (4) The peptide sequence is NVSHIQSAVVCGRRH. The MHC is DRB1_0101 with pseudo-sequence DRB1_0101. The binding affinity (normalized) is 0.520. (5) The peptide sequence is DIKVQFQSGGNNSPA. The MHC is HLA-DQA10102-DQB10602 with pseudo-sequence HLA-DQA10102-DQB10602. The binding affinity (normalized) is 0.453. (6) The peptide sequence is QKLIEDVNASFRAAM. The MHC is DRB1_1302 with pseudo-sequence DRB1_1302. The binding affinity (normalized) is 0.817.